From a dataset of NCI-60 drug combinations with 297,098 pairs across 59 cell lines. Regression. Given two drug SMILES strings and cell line genomic features, predict the synergy score measuring deviation from expected non-interaction effect. (1) Cell line: HL-60(TB). Drug 2: N.N.Cl[Pt+2]Cl. Synergy scores: CSS=85.6, Synergy_ZIP=-0.195, Synergy_Bliss=0.509, Synergy_Loewe=-2.07, Synergy_HSA=1.61. Drug 1: CC1=C(C(=O)C2=C(C1=O)N3CC4C(C3(C2COC(=O)N)OC)N4)N. (2) Drug 1: C1CN1P(=S)(N2CC2)N3CC3. Drug 2: CN1C(=O)N2C=NC(=C2N=N1)C(=O)N. Cell line: ACHN. Synergy scores: CSS=14.3, Synergy_ZIP=-0.137, Synergy_Bliss=0.801, Synergy_Loewe=-26.9, Synergy_HSA=-0.658. (3) Drug 1: CCC1=CC2CC(C3=C(CN(C2)C1)C4=CC=CC=C4N3)(C5=C(C=C6C(=C5)C78CCN9C7C(C=CC9)(C(C(C8N6C)(C(=O)OC)O)OC(=O)C)CC)OC)C(=O)OC.C(C(C(=O)O)O)(C(=O)O)O. Drug 2: CC1CCC2CC(C(=CC=CC=CC(CC(C(=O)C(C(C(=CC(C(=O)CC(OC(=O)C3CCCCN3C(=O)C(=O)C1(O2)O)C(C)CC4CCC(C(C4)OC)O)C)C)O)OC)C)C)C)OC. Cell line: 786-0. Synergy scores: CSS=30.3, Synergy_ZIP=-2.33, Synergy_Bliss=-2.99, Synergy_Loewe=0.293, Synergy_HSA=1.97. (4) Drug 1: CCCS(=O)(=O)NC1=C(C(=C(C=C1)F)C(=O)C2=CNC3=C2C=C(C=N3)C4=CC=C(C=C4)Cl)F. Drug 2: CC1=C(C(=O)C2=C(C1=O)N3CC4C(C3(C2COC(=O)N)OC)N4)N. Cell line: NCI-H226. Synergy scores: CSS=19.3, Synergy_ZIP=0.792, Synergy_Bliss=10.5, Synergy_Loewe=2.40, Synergy_HSA=8.76. (5) Drug 1: C1=C(C(=O)NC(=O)N1)N(CCCl)CCCl. Drug 2: C1=NC2=C(N1)C(=S)N=CN2. Cell line: A498. Synergy scores: CSS=4.68, Synergy_ZIP=-8.17, Synergy_Bliss=-3.87, Synergy_Loewe=-4.18, Synergy_HSA=-3.50. (6) Drug 1: COC1=NC(=NC2=C1N=CN2C3C(C(C(O3)CO)O)O)N. Drug 2: CC1=C(N=C(N=C1N)C(CC(=O)N)NCC(C(=O)N)N)C(=O)NC(C(C2=CN=CN2)OC3C(C(C(C(O3)CO)O)O)OC4C(C(C(C(O4)CO)O)OC(=O)N)O)C(=O)NC(C)C(C(C)C(=O)NC(C(C)O)C(=O)NCCC5=NC(=CS5)C6=NC(=CS6)C(=O)NCCC[S+](C)C)O. Cell line: NCI-H522. Synergy scores: CSS=19.7, Synergy_ZIP=2.10, Synergy_Bliss=2.35, Synergy_Loewe=-13.3, Synergy_HSA=1.34. (7) Drug 1: C1CCC(CC1)NC(=O)N(CCCl)N=O. Drug 2: N.N.Cl[Pt+2]Cl. Cell line: A549. Synergy scores: CSS=4.32, Synergy_ZIP=-6.43, Synergy_Bliss=-4.86, Synergy_Loewe=-9.55, Synergy_HSA=-6.70.